From a dataset of Full USPTO retrosynthesis dataset with 1.9M reactions from patents (1976-2016). Predict the reactants needed to synthesize the given product. (1) Given the product [OH:20][CH2:19][CH2:18][C:14]1[C:13]2[C:17](=[C:9]([OH:8])[CH:10]=[CH:11][CH:12]=2)[NH:16][CH:15]=1, predict the reactants needed to synthesize it. The reactants are: C([O:8][C:9]1[CH:10]=[CH:11][CH:12]=[C:13]2[C:17]=1[NH:16][CH:15]=[C:14]2[CH2:18][CH2:19][OH:20])C1C=CC=CC=1.C([O-])=O.[NH4+]. (2) Given the product [NH:1]([C:40]([O:42][CH2:43][CH:44]1[C:45]2[C:50](=[CH:49][CH:48]=[CH:47][CH:46]=2)[C:51]2[C:56]1=[CH:55][CH:54]=[CH:53][CH:52]=2)=[O:41])[C@H:2]([C:7]([NH:9][C@H:10]([C:15]([NH:17][C@H:18]([C:23]([NH:25][C@H:26]([C:28]([NH:30][C@H:31]([C:33]([NH:35][CH2:36][C:37]([OH:39])=[O:38])=[O:34])[CH3:32])=[O:29])[CH3:27])=[O:24])[CH2:19][CH:20]([CH3:22])[CH3:21])=[O:16])[CH2:11][CH:12]([CH3:14])[CH3:13])=[O:8])[CH2:3][CH:4]([CH3:5])[CH3:6].[NH2:1][C@H:2]([C:7]([NH:9][C@H:10]([C:15]([NH:17][C@H:18]([C:23]([NH:25][C@H:26]([C:28]([NH:30][C@H:31]([C:33]([NH:35][CH2:36][C:37]([OH:39])=[O:38])=[O:34])[CH3:32])=[O:29])[CH3:27])=[O:24])[CH2:19][CH:20]([CH3:21])[CH3:22])=[O:16])[CH2:11][CH:12]([CH3:13])[CH3:14])=[O:8])[CH2:3][CH:4]([CH3:6])[CH3:5].[CH3:59][C:58]([C:60]([O:62][CH2:63][CH2:64][OH:65])=[O:61])=[CH2:57], predict the reactants needed to synthesize it. The reactants are: [NH:1]([C:40]([O:42][CH2:43][CH:44]1[C:56]2[C:51](=[CH:52][CH:53]=[CH:54][CH:55]=2)[C:50]2[C:45]1=[CH:46][CH:47]=[CH:48][CH:49]=2)=[O:41])[C@H:2]([C:7]([NH:9][C@H:10]([C:15]([NH:17][C@H:18]([C:23]([NH:25][C@H:26]([C:28]([NH:30][C@H:31]([C:33]([NH:35][CH2:36][C:37]([OH:39])=[O:38])=[O:34])[CH3:32])=[O:29])[CH3:27])=[O:24])[CH2:19][CH:20]([CH3:22])[CH3:21])=[O:16])[CH2:11][CH:12]([CH3:14])[CH3:13])=[O:8])[CH2:3][CH:4]([CH3:6])[CH3:5].[CH3:57][C:58]([C:60]([O:62][CH2:63][CH2:64][OH:65])=[O:61])=[CH2:59].C1(N=C=NC2CCCCC2)CCCCC1.N1CCCCC1. (3) The reactants are: [F:1][C:2]1[CH:3]=[CH:4][C:5]([O:41][CH3:42])=[C:6]([C:8]2[CH:13]=[CH:12][N:11]=[C:10]3[N:14](S(C4C=CC(C)=CC=4)(=O)=O)[C:15]([C:17]4([OH:30])[CH2:22][CH2:21][N:20]([C:23]([O:25][C:26]([CH3:29])([CH3:28])[CH3:27])=[O:24])[CH2:19][CH2:18]4)=[CH:16][C:9]=23)[CH:7]=1.[OH-].[Na+].O. Given the product [F:1][C:2]1[CH:3]=[CH:4][C:5]([O:41][CH3:42])=[C:6]([C:8]2[CH:13]=[CH:12][N:11]=[C:10]3[NH:14][C:15]([C:17]4([OH:30])[CH2:22][CH2:21][N:20]([C:23]([O:25][C:26]([CH3:28])([CH3:29])[CH3:27])=[O:24])[CH2:19][CH2:18]4)=[CH:16][C:9]=23)[CH:7]=1, predict the reactants needed to synthesize it. (4) Given the product [NH2:1][C:2]1[C:11]2[N:12]=[C:13]([CH2:23][CH2:24][CH2:25][CH3:26])[N:14]([CH2:15][CH2:16][CH2:17][N:18]([CH2:28][C:29]3[CH:30]=[C:31]([CH2:35][C:36]([O:38][CH3:39])=[O:37])[CH:32]=[CH:33][CH:34]=3)[CH2:19][CH2:20][CH2:21][OH:22])[C:10]=2[C:9]2[CH:8]=[CH:7][CH:6]=[CH:5][C:4]=2[N:3]=1, predict the reactants needed to synthesize it. The reactants are: [NH2:1][C:2]1[C:11]2[N:12]=[C:13]([CH2:23][CH2:24][CH2:25][CH3:26])[N:14]([CH2:15][CH2:16][CH2:17][NH:18][CH2:19][CH2:20][CH2:21][OH:22])[C:10]=2[C:9]2[CH:8]=[CH:7][CH:6]=[CH:5][C:4]=2[N:3]=1.Br[CH2:28][C:29]1[CH:30]=[C:31]([CH2:35][C:36]([O:38][CH3:39])=[O:37])[CH:32]=[CH:33][CH:34]=1.C(=O)([O-])[O-].[K+].[K+]. (5) Given the product [N:20]12[CH2:27][CH2:26][CH:23]([CH2:24][CH2:25]1)[C@@H:22]([O:11][C:10](=[O:12])[CH:9]([C:4]1[CH:5]=[CH:6][CH:7]=[CH:8][C:3]=1[F:2])[NH:13][C:14]1[CH:19]=[CH:18][CH:17]=[CH:16][CH:15]=1)[CH2:21]2, predict the reactants needed to synthesize it. The reactants are: Cl.[F:2][C:3]1[CH:8]=[CH:7][CH:6]=[CH:5][C:4]=1[CH:9]([NH:13][C:14]1[CH:19]=[CH:18][CH:17]=[CH:16][CH:15]=1)[C:10]([OH:12])=[O:11].[N:20]12[CH2:27][CH2:26][CH:23]([CH2:24][CH2:25]1)[C@@H:22](O)[CH2:21]2.N1(O)C2C=CC=CC=2N=N1.C1CCC(N=C=NC2CCCCC2)CC1. (6) Given the product [OH:15][CH2:14][C:12]1[CH:11]=[C:10]([C:19]([F:22])([F:20])[F:21])[CH:9]=[C:8]([CH3:7])[N:13]=1, predict the reactants needed to synthesize it. The reactants are: [H-].[H-].[H-].[H-].[Li+].[Al+3].[CH3:7][C:8]1[N:13]=[C:12]([C:14](OCC)=[O:15])[CH:11]=[C:10]([C:19]([F:22])([F:21])[F:20])[CH:9]=1.C(OCC)C.Cl.